From a dataset of NCI-60 drug combinations with 297,098 pairs across 59 cell lines. Regression. Given two drug SMILES strings and cell line genomic features, predict the synergy score measuring deviation from expected non-interaction effect. (1) Drug 1: C1CNP(=O)(OC1)N(CCCl)CCCl. Drug 2: CC12CCC3C(C1CCC2OP(=O)(O)O)CCC4=C3C=CC(=C4)OC(=O)N(CCCl)CCCl.[Na+]. Cell line: RPMI-8226. Synergy scores: CSS=17.0, Synergy_ZIP=-1.10, Synergy_Bliss=-0.480, Synergy_Loewe=4.44, Synergy_HSA=-0.144. (2) Drug 1: CS(=O)(=O)CCNCC1=CC=C(O1)C2=CC3=C(C=C2)N=CN=C3NC4=CC(=C(C=C4)OCC5=CC(=CC=C5)F)Cl. Drug 2: C1=CC=C(C(=C1)C(C2=CC=C(C=C2)Cl)C(Cl)Cl)Cl. Cell line: SK-MEL-5. Synergy scores: CSS=7.43, Synergy_ZIP=-4.81, Synergy_Bliss=-5.82, Synergy_Loewe=1.36, Synergy_HSA=-1.52.